From a dataset of Peptide-MHC class I binding affinity with 185,985 pairs from IEDB/IMGT. Regression. Given a peptide amino acid sequence and an MHC pseudo amino acid sequence, predict their binding affinity value. This is MHC class I binding data. (1) The peptide sequence is TLISSDGARV. The MHC is HLA-A02:01 with pseudo-sequence HLA-A02:01. The binding affinity (normalized) is 0.406. (2) The peptide sequence is FPYEGGKVF. The MHC is HLA-B40:01 with pseudo-sequence HLA-B40:01. The binding affinity (normalized) is 0.0847. (3) The peptide sequence is IAMTDTTPF. The MHC is HLA-B53:01 with pseudo-sequence HLA-B53:01. The binding affinity (normalized) is 0.524. (4) The binding affinity (normalized) is 0.0847. The peptide sequence is RRVSGCVSV. The MHC is HLA-A31:01 with pseudo-sequence HLA-A31:01. (5) The MHC is HLA-B27:05 with pseudo-sequence HLA-B27:05. The peptide sequence is RYQRMTGGY. The binding affinity (normalized) is 0.262. (6) The peptide sequence is LAYYNSCML. The MHC is HLA-A02:06 with pseudo-sequence HLA-A02:06. The binding affinity (normalized) is 0.0780. (7) The peptide sequence is HLVDFQVTI. The MHC is HLA-A02:02 with pseudo-sequence HLA-A02:02. The binding affinity (normalized) is 1.00. (8) The MHC is HLA-A69:01 with pseudo-sequence HLA-A69:01. The peptide sequence is ALKEAIEMV. The binding affinity (normalized) is 0.307. (9) The peptide sequence is AYTSVAEML. The MHC is H-2-Dd with pseudo-sequence H-2-Dd. The binding affinity (normalized) is 0.